From a dataset of Reaction yield outcomes from USPTO patents with 853,638 reactions. Predict the reaction yield, written as a fraction of the theoretical maximum amount of product (1.0 means a 100% yield; for example, 0.34 means a 34% yield). (1) The reactants are [F:1][CH2:2][CH2:3][N:4]1[C:16]2[CH2:15][CH2:14][CH2:13][CH:12]([C:17](Cl)=[O:18])[C:11]=2[C:10]2[C:5]1=[CH:6][CH:7]=[CH:8][C:9]=2[O:20][CH3:21].[CH2:22]([NH:24][CH2:25][CH3:26])[CH3:23]. The catalyst is ClCCl. The product is [CH2:22]([N:24]([CH2:25][CH3:26])[C:17]([CH:12]1[C:11]2[C:10]3[C:5](=[CH:6][CH:7]=[CH:8][C:9]=3[O:20][CH3:21])[N:4]([CH2:3][CH2:2][F:1])[C:16]=2[CH2:15][CH2:14][CH2:13]1)=[O:18])[CH3:23]. The yield is 0.580. (2) The reactants are [CH2:1]([O:8][C:9](=[O:47])[NH:10][C:11]12[CH2:19][CH2:18][CH:15]([CH2:16][CH2:17]1)[CH2:14][N:13]1[C:20](=[O:46])[C:21]([O:38][CH2:39]C3C=CC=CC=3)=[C:22]([C:24]([NH:26][NH:27][C:28](=[O:37])[CH2:29][C:30]3[CH:35]=[CH:34][C:33]([F:36])=[CH:32][CH:31]=3)=O)[N:23]=[C:12]21)[C:2]1[CH:7]=[CH:6][CH:5]=[CH:4][CH:3]=1.[CH:61]1[CH:66]=[CH:65][C:64](P([C:61]2[CH:66]=[CH:65][CH:64]=[CH:63][CH:62]=2)[C:61]2[CH:66]=[CH:65][CH:64]=[CH:63][CH:62]=2)=[CH:63][CH:62]=1.C(N(CC)C(C)C)(C)C.ClC(Cl)(Cl)C(Cl)(Cl)Cl. The catalyst is C(#N)C. The product is [CH2:1]([O:8][C:9](=[O:47])[NH:10][C:11]12[CH2:19][CH2:18][CH:15]([CH2:16][CH2:17]1)[CH2:14][N:13]1[C:20](=[O:46])[C:21]([O:38][CH2:39][C:61]3[CH:62]=[CH:63][CH:64]=[CH:65][CH:66]=3)=[C:22]([C:24]3[O:37][C:28]([CH2:29][C:30]4[CH:35]=[CH:34][C:33]([F:36])=[CH:32][CH:31]=4)=[N:27][N:26]=3)[N:23]=[C:12]21)[C:2]1[CH:7]=[CH:6][CH:5]=[CH:4][CH:3]=1. The yield is 0.441. (3) The reactants are [C:1](=[O:14])([O:3][C:4]12[CH2:13][CH:8]3[CH2:9][CH:10]([CH2:12][CH:6]([CH2:7]3)[CH2:5]1)[CH2:11]2)[NH2:2].IC1C=CC=C(CC([O-])=O)C=1CC([O-])=O.[O-2].[Mg+2]. The catalyst is ClCCl.CC(O)=O.CC(O)=O.CC(O)=O.CC(O)=O.[Rh].[Rh]. The product is [C:4]123[CH2:5][CH:6]4[CH2:12][CH:10]([CH2:9][CH:8]([CH2:7]4)[CH:13]1[NH:2][C:1](=[O:14])[O:3]2)[CH2:11]3. The yield is 0.770. (4) The reactants are [C:1]([C:4]1[S:8][C:7]([NH2:9])=[N:6][C:5]=1[CH3:10])(=[O:3])[CH3:2].N1C=CC=CC=1.[C:17](Cl)(=[O:19])[CH3:18]. The catalyst is C1COCC1.C(Cl)Cl. The product is [C:1]([C:4]1[S:8][C:7]([NH:9][C:17](=[O:19])[CH3:18])=[N:6][C:5]=1[CH3:10])(=[O:3])[CH3:2]. The yield is 0.836. (5) The reactants are [C:1]([C:3]1[CH:8]=[CH:7][C:6]([CH:9]2[CH2:14][CH2:13][N:12]([C:15]([C:17]3[CH:18]=[CH:19][C:20]([CH3:26])=[C:21]([CH:25]=3)[C:22](O)=[O:23])=[O:16])[CH2:11][CH2:10]2)=[CH:5][CH:4]=1)#[N:2].CN(C(ON1N=NC2C=CC=CC1=2)=[N+](C)C)C.F[P-](F)(F)(F)(F)F.[N:51]1([C:56]2[N:61]=[CH:60][C:59]([NH2:62])=[CH:58][CH:57]=2)[CH2:55][CH2:54][CH2:53][CH2:52]1.CCN(C(C)C)C(C)C. The catalyst is CN(C=O)C.CCOC(C)=O.CC#N.O. The product is [C:1]([C:3]1[CH:4]=[CH:5][C:6]([CH:9]2[CH2:10][CH2:11][N:12]([C:15]([C:17]3[CH:18]=[CH:19][C:20]([CH3:26])=[C:21]([CH:25]=3)[C:22]([NH:62][C:59]3[CH:60]=[N:61][C:56]([N:51]4[CH2:55][CH2:54][CH2:53][CH2:52]4)=[CH:57][CH:58]=3)=[O:23])=[O:16])[CH2:13][CH2:14]2)=[CH:7][CH:8]=1)#[N:2]. The yield is 0.0700. (6) The reactants are [CH3:1][O:2][C:3](=[O:25])[C:4]1[CH:9]=[CH:8][C:7]([C:10]2[CH:11]=[N:12][C:13]([NH2:24])=[C:14]([O:16]CC3C=CC=CC=3)[CH:15]=2)=[CH:6][CH:5]=1. The catalyst is CCO.O.[Pd]. The product is [CH3:1][O:2][C:3](=[O:25])[C:4]1[CH:5]=[CH:6][C:7]([C:10]2[CH:11]=[N:12][C:13]([NH2:24])=[C:14]([OH:16])[CH:15]=2)=[CH:8][CH:9]=1. The yield is 0.310.